From a dataset of Full USPTO retrosynthesis dataset with 1.9M reactions from patents (1976-2016). Predict the reactants needed to synthesize the given product. (1) Given the product [OH:2][C:3]1[CH:11]=[C:10]([O:12][CH3:13])[C:9]([O:14][CH3:15])=[CH:8][C:4]=1[C:5]([OH:7])=[O:6], predict the reactants needed to synthesize it. The reactants are: C[O:2][C:3]1[CH:11]=[C:10]([O:12][CH3:13])[C:9]([O:14][CH3:15])=[CH:8][C:4]=1[C:5]([OH:7])=[O:6].[Al](Cl)(Cl)Cl.O.O.O.O.O.O.[Na+].[Br-].Cl. (2) The reactants are: C([O:3][C:4](=O)[C:5]([F:28])([F:27])[CH2:6][N:7]([C:17]1[C:22]([N+:23]([O-])=O)=[CH:21][N:20]=[C:19]([Cl:26])[N:18]=1)[C@@H:8]1[CH2:10][C@H:9]1[C:11]1[CH:16]=[CH:15][CH:14]=[CH:13][CH:12]=1)C. Given the product [Cl:26][C:19]1[N:20]=[CH:21][C:22]2[NH:23][C:4](=[O:3])[C:5]([F:28])([F:27])[CH2:6][N:7]([C@@H:8]3[CH2:10][C@H:9]3[C:11]3[CH:16]=[CH:15][CH:14]=[CH:13][CH:12]=3)[C:17]=2[N:18]=1, predict the reactants needed to synthesize it.